This data is from Reaction yield outcomes from USPTO patents with 853,638 reactions. The task is: Predict the reaction yield, written as a fraction of the theoretical maximum amount of product (1.0 means a 100% yield; for example, 0.34 means a 34% yield). (1) The reactants are [CH3:1][C:2]1[CH:7]=[C:6]([CH3:8])[NH:5][C:4](=[O:9])[C:3]=1[CH2:10][NH:11][C:12]([C:14]1[C:15]2[CH:28]=[N:27][N:26]([CH:29]([CH3:31])[CH3:30])[C:16]=2[N:17]=[C:18]([C:20]2[CH2:21][CH2:22][NH:23][CH2:24][CH:25]=2)[CH:19]=1)=[O:13].CCN(CC)CC.C(OC([N:46]1[CH2:51][CH2:50][CH:49]([C:52](O)=[O:53])[CH2:48][CH2:47]1)=O)(C)(C)C.C1CN([P+](ON2N=NC3C=CC=CC2=3)(N2CCCC2)N2CCCC2)CC1.F[P-](F)(F)(F)(F)F. The catalyst is CS(C)=O.O. The product is [CH3:1][C:2]1[CH:7]=[C:6]([CH3:8])[NH:5][C:4](=[O:9])[C:3]=1[CH2:10][NH:11][C:12]([C:14]1[C:15]2[CH:28]=[N:27][N:26]([CH:29]([CH3:31])[CH3:30])[C:16]=2[N:17]=[C:18]([C:20]2[CH2:21][CH2:22][N:23]([C:52]([CH:49]3[CH2:50][CH2:51][NH:46][CH2:47][CH2:48]3)=[O:53])[CH2:24][CH:25]=2)[CH:19]=1)=[O:13]. The yield is 0.830. (2) The reactants are CCCC[N+](CCCC)(CCCC)CCCC.[F-].[CH2:19]([C@:26]([OH:63])([CH2:43][CH2:44][O:45][Si](C(C)(C)C)(C1C=CC=CC=1)C1C=CC=CC=1)[C:27]([N:29]1[C@H:33]2[C:34]3[CH:35]=[CH:36][CH:37]=[CH:38][C:39]=3[CH2:40][C@H:32]2[O:31][C:30]1([CH3:42])[CH3:41])=[O:28])[C:20]1[CH:25]=[CH:24][CH:23]=[CH:22][CH:21]=1. The catalyst is C1COCC1. The product is [CH2:19]([C@:26]([OH:63])([CH2:43][CH2:44][OH:45])[C:27]([N:29]1[C@H:33]2[C:34]3[CH:35]=[CH:36][CH:37]=[CH:38][C:39]=3[CH2:40][C@H:32]2[O:31][C:30]1([CH3:42])[CH3:41])=[O:28])[C:20]1[CH:25]=[CH:24][CH:23]=[CH:22][CH:21]=1. The yield is 0.690. (3) The reactants are [CH3:1][O:2][C:3]1[N:8]=[C:7]([C:9]2[CH:10]=[C:11]3[C:16](=[C:17]([NH:19][C:20]4[CH:25]=[CH:24][C:23]([CH:26]5[CH2:31][CH2:30][NH:29][CH2:28][CH2:27]5)=[C:22]([CH3:32])[CH:21]=4)[N:18]=2)[C:15](=[O:33])[NH:14][CH:13]=[CH:12]3)[CH:6]=[N:5][CH:4]=1.CCN(C(C)C)C(C)C.[C:43](#[N:46])[CH:44]=[CH2:45]. The catalyst is CCO. The product is [CH3:1][O:2][C:3]1[N:8]=[C:7]([C:9]2[N:18]=[C:17]([NH:19][C:20]3[CH:25]=[CH:24][C:23]([CH:26]4[CH2:31][CH2:30][N:29]([CH2:45][CH2:44][C:43]#[N:46])[CH2:28][CH2:27]4)=[C:22]([CH3:32])[CH:21]=3)[C:16]3[C:15](=[O:33])[NH:14][CH:13]=[CH:12][C:11]=3[CH:10]=2)[CH:6]=[N:5][CH:4]=1. The yield is 0.939. (4) The reactants are [Cl:1][C:2]1[CH:7]=[CH:6][C:5]([O:8][C:9]2[CH:14]=[CH:13][C:12]([CH2:15][CH2:16][O:17][C:18]3[NH:19][CH:20]=[C:21]([CH2:25][C:26]4[CH:27]=[N:28][CH:29]=[N:30][CH:31]=4)[C:22](=[O:24])[N:23]=3)=[CH:11][CH:10]=2)=[CH:4][C:3]=1[C:32]([F:35])([F:34])[F:33].[CH3:36]CN(C(C)C)C(C)C.CI. The catalyst is ClCCl. The product is [Cl:1][C:2]1[CH:7]=[CH:6][C:5]([O:8][C:9]2[CH:14]=[CH:13][C:12]([CH2:15][CH2:16][O:17][C:18]3[N:19]([CH3:36])[CH:20]=[C:21]([CH2:25][C:26]4[CH:31]=[N:30][CH:29]=[N:28][CH:27]=4)[C:22](=[O:24])[N:23]=3)=[CH:11][CH:10]=2)=[CH:4][C:3]=1[C:32]([F:35])([F:33])[F:34]. The yield is 0.432. (5) The reactants are [CH3:1][C:2]1[CH:7]=[C:6]([CH3:8])[NH:5][C:4](=[O:9])[C:3]=1[CH2:10][NH:11][C:12](=[O:28])[C:13]1[CH:18]=[CH:17][CH:16]=[C:15]([C:19]2[N:23]([CH2:24][CH3:25])[N:22]=[CH:21][C:20]=2[CH3:26])[C:14]=1[CH3:27].[Br:29]N1C(=O)CCC1=O.ClCCl. The catalyst is C(O)(=O)C. The product is [Br:29][C:7]1[C:2]([CH3:1])=[C:3]([CH2:10][NH:11][C:12](=[O:28])[C:13]2[CH:18]=[CH:17][CH:16]=[C:15]([C:19]3[N:23]([CH2:24][CH3:25])[N:22]=[CH:21][C:20]=3[CH3:26])[C:14]=2[CH3:27])[C:4](=[O:9])[NH:5][C:6]=1[CH3:8]. The yield is 0.640. (6) The reactants are [Cl-].[Cl-].[N:3]1([C@H:9]2[CH2:14][CH2:13][C@H:12]([NH2:15])[CH2:11][CH2:10]2)[CH2:8][CH2:7][O:6][CH2:5][CH2:4]1.Cl[C:17]1[C:18]2[N:25]=[C:24]([CH2:26][CH3:27])[S:23][C:19]=2[N:20]=[CH:21][N:22]=1.C(=O)([O-])[O-].[K+].[K+]. The catalyst is CC#N. The product is [CH2:26]([C:24]1[S:23][C:19]2[N:20]=[CH:21][N:22]=[C:17]([NH:15][C@H:12]3[CH2:11][CH2:10][C@H:9]([N:3]4[CH2:4][CH2:5][O:6][CH2:7][CH2:8]4)[CH2:14][CH2:13]3)[C:18]=2[N:25]=1)[CH3:27]. The yield is 0.600. (7) The reactants are Br[C:2]1[CH:3]=[C:4]([CH:12]=[CH:13][C:14]([C:16]2[CH:21]=[C:20]([O:22][CH3:23])[C:19]([O:24][CH3:25])=[C:18]([O:26][CH3:27])[CH:17]=2)=[O:15])[CH:5]=[C:6]([O:10][CH3:11])[C:7]=1[O:8][CH3:9].[S:28]1[CH:32]=[CH:31][CH:30]=[C:29]1B(O)O.C(=O)([O-])[O-].[Na+].[Na+].O. The catalyst is COCCOC.C1C=CC([P]([Pd]([P](C2C=CC=CC=2)(C2C=CC=CC=2)C2C=CC=CC=2)([P](C2C=CC=CC=2)(C2C=CC=CC=2)C2C=CC=CC=2)[P](C2C=CC=CC=2)(C2C=CC=CC=2)C2C=CC=CC=2)(C2C=CC=CC=2)C2C=CC=CC=2)=CC=1. The product is [CH3:11][O:10][C:6]1[CH:5]=[C:4]([CH:12]=[CH:13][C:14]([C:16]2[CH:21]=[C:20]([O:22][CH3:23])[C:19]([O:24][CH3:25])=[C:18]([O:26][CH3:27])[CH:17]=2)=[O:15])[CH:3]=[C:2]([C:29]2[S:28][CH:32]=[CH:31][CH:30]=2)[C:7]=1[O:8][CH3:9]. The yield is 0.900.